This data is from Full USPTO retrosynthesis dataset with 1.9M reactions from patents (1976-2016). The task is: Predict the reactants needed to synthesize the given product. (1) Given the product [Cl:14][CH2:13][CH2:12][CH2:11][N:5]1[CH2:6][CH2:7][CH:2]([OH:1])[CH2:3][CH2:4]1, predict the reactants needed to synthesize it. The reactants are: [OH:1][CH:2]1[CH2:7][CH2:6][NH:5][CH2:4][CH2:3]1.[OH-].[Na+].Br[CH2:11][CH2:12][CH2:13][Cl:14]. (2) Given the product [N:24]([CH2:27][CH2:28][NH:1][C:2]1[CH:3]=[C:4]2[C:9](=[C:10]([Cl:12])[CH:11]=1)[N:8]=[CH:7][C:6]([C:13]#[N:14])=[C:5]2[NH:15][C:16]1[CH:21]=[CH:20][C:19]([F:22])=[C:18]([Cl:23])[CH:17]=1)=[N+:25]=[N-:26], predict the reactants needed to synthesize it. The reactants are: [NH2:1][C:2]1[CH:3]=[C:4]2[C:9](=[C:10]([Cl:12])[CH:11]=1)[N:8]=[CH:7][C:6]([C:13]#[N:14])=[C:5]2[NH:15][C:16]1[CH:21]=[CH:20][C:19]([F:22])=[C:18]([Cl:23])[CH:17]=1.[N:24]([CH2:27][CH:28]=O)=[N+:25]=[N-:26].[BH3-]C#N.[Na+]. (3) Given the product [Cl:15][C:16]1[CH:17]=[C:18]([N:22]2[CH2:27][CH2:26][N:25]([C:3]3[NH:12][C:11](=[O:13])[C:10]4[CH2:9][CH2:8][CH2:7][CH2:6][C:5]=4[N:4]=3)[CH2:24][CH2:23]2)[CH:19]=[CH:20][CH:21]=1, predict the reactants needed to synthesize it. The reactants are: CS[C:3]1[NH:12][C:11](=[O:13])[C:10]2[CH2:9][CH2:8][CH2:7][CH2:6][C:5]=2[N:4]=1.Cl.[Cl:15][C:16]1[CH:17]=[C:18]([N:22]2[CH2:27][CH2:26][NH:25][CH2:24][CH2:23]2)[CH:19]=[CH:20][CH:21]=1.C(N(CC)CC)C. (4) The reactants are: [Si:1]([O:8][CH2:9][C@@H:10]1[C@@H:14]([OH:15])[CH2:13][C@H:12]([NH:16][C:17](=[O:23])[O:18][C:19]([CH3:22])([CH3:21])[CH3:20])[CH2:11]1)([C:4]([CH3:7])([CH3:6])[CH3:5])([CH3:3])[CH3:2].N1C=CN=C1.[CH:29]([Si:32]([CH:37]([CH3:39])[CH3:38])([CH:34]([CH3:36])[CH3:35])Cl)([CH3:31])[CH3:30]. Given the product [Si:1]([O:8][CH2:9][C@@H:10]1[C@@H:14]([O:15][Si:32]([CH:37]([CH3:39])[CH3:38])([CH:34]([CH3:36])[CH3:35])[CH:29]([CH3:31])[CH3:30])[CH2:13][C@H:12]([NH:16][C:17](=[O:23])[O:18][C:19]([CH3:22])([CH3:21])[CH3:20])[CH2:11]1)([C:4]([CH3:7])([CH3:6])[CH3:5])([CH3:3])[CH3:2], predict the reactants needed to synthesize it. (5) Given the product [NH2:19][C:18]1[N:17]=[CH:16][N:15]=[C:14]2[N:10]([CH:8]([C:6]3[C:5]([O:21][CH2:22][CH3:23])=[C:4](/[CH:47]=[CH:46]/[C:45]([O:49][CH3:50])=[O:48])[C:3]([CH3:25])=[C:2]([Cl:1])[CH:7]=3)[CH3:9])[N:11]=[C:12]([CH3:20])[C:13]=12, predict the reactants needed to synthesize it. The reactants are: [Cl:1][C:2]1[C:3]([CH3:25])=[C:4](I)[C:5]([O:21][CH2:22][CH3:23])=[C:6]([CH:8]([N:10]2[C:14]3=[N:15][CH:16]=[N:17][C:18]([NH2:19])=[C:13]3[C:12]([CH3:20])=[N:11]2)[CH3:9])[CH:7]=1.C1(P(C2C=CC=CC=2)C2C=CC=CC=2)C=CC=CC=1.[C:45]([O:49][CH3:50])(=[O:48])[CH:46]=[CH2:47].C(N(CC)CC)C. (6) Given the product [CH2:16]([O:15][C:13](=[O:14])[CH2:12][O:10][CH2:9][CH2:8][C:3]1[CH:4]=[CH:5][CH:6]=[CH:7][C:2]=1[Cl:1])[CH3:17], predict the reactants needed to synthesize it. The reactants are: [Cl:1][C:2]1[CH:7]=[CH:6][CH:5]=[CH:4][C:3]=1[CH2:8][CH2:9][OH:10].I[CH2:12][C:13]([O:15][CH2:16][CH3:17])=[O:14].C(C1C=CC=C(C(C)(C)C)N=1)(C)(C)C.